This data is from Catalyst prediction with 721,799 reactions and 888 catalyst types from USPTO. The task is: Predict which catalyst facilitates the given reaction. (1) The catalyst class is: 7. Reactant: C([O:5][C:6]([NH:8][C:9]1[CH:14]=[CH:13][C:12]([C:15]2[C:16]3[S:23][CH:22]=[C:21]([C:24]4[CH:29]=[CH:28][C:27]([CH2:30][C:31]([O:33]C)=[O:32])=[CH:26][CH:25]=4)[C:17]=3[N:18]=[CH:19][N:20]=2)=[CH:11][CH:10]=1)=O)(C)(C)C.ClCCl.FC(F)(F)C(O)=O.[C:45]1([N:51]=C=O)[CH:50]=[CH:49][CH:48]=[CH:47][CH:46]=1. Product: [C:45]1([NH:51][C:6](=[O:5])[NH:8][C:9]2[CH:14]=[CH:13][C:12]([C:15]3[C:16]4[S:23][CH:22]=[C:21]([C:24]5[CH:29]=[CH:28][C:27]([CH2:30][C:31]([OH:33])=[O:32])=[CH:26][CH:25]=5)[C:17]=4[N:18]=[CH:19][N:20]=3)=[CH:11][CH:10]=2)[CH:50]=[CH:49][CH:48]=[CH:47][CH:46]=1. (2) Reactant: CS(O[C@H:6]1[CH2:11][CH2:10][CH2:9][N:8]([C:12]([O:14][C:15]([CH3:18])([CH3:17])[CH3:16])=[O:13])[CH2:7]1)(=O)=O.[CH3:19][NH:20][CH3:21]. Product: [CH3:19][N:20]([CH3:21])[C@@H:6]1[CH2:11][CH2:10][CH2:9][N:8]([C:12]([O:14][C:15]([CH3:18])([CH3:17])[CH3:16])=[O:13])[CH2:7]1. The catalyst class is: 5. (3) Reactant: [CH2:1]([O:3][C:4](=[O:13])[CH2:5][C:6]1[CH:11]=[CH:10][CH:9]=[C:8]([NH2:12])[CH:7]=1)[CH3:2].[N:14]([O-])=O.[Na+].O.O.[Cl:20][Sn]Cl. Product: [ClH:20].[CH2:1]([O:3][C:4](=[O:13])[CH2:5][C:6]1[CH:11]=[CH:10][CH:9]=[C:8]([NH:12][NH2:14])[CH:7]=1)[CH3:2]. The catalyst class is: 33. (4) Reactant: [CH3:1][C:2]1[C:6]([CH2:7][S:8][CH2:9][C:10]([N:12]2[CH2:17][CH2:16][N:15]([C:18]3[CH:23]=[CH:22][CH:21]=[CH:20][C:19]=3[CH3:24])[CH2:14][CH2:13]2)=[O:11])=[C:5]([CH3:25])[O:4][N:3]=1.I([O-])(=O)(=O)=[O:27].[Na+]. Product: [CH3:1][C:2]1[C:6]([CH2:7][S:8]([CH2:9][C:10]([N:12]2[CH2:13][CH2:14][N:15]([C:18]3[CH:23]=[CH:22][CH:21]=[CH:20][C:19]=3[CH3:24])[CH2:16][CH2:17]2)=[O:11])=[O:27])=[C:5]([CH3:25])[O:4][N:3]=1. The catalyst class is: 24. (5) Reactant: [CH2:1]([O:8][C:9]1[CH:14]=[CH:13][C:12]([CH2:15][C:16]([OH:18])=[O:17])=[CH:11][CH:10]=1)[C:2]1[CH:7]=[CH:6][CH:5]=[CH:4][CH:3]=1.CC(C)([O-])C.[K+].Br.Br[CH2:27][C:28]([C:30]1[CH:35]=[CH:34][N:33]=[CH:32][CH:31]=1)=[O:29]. Product: [CH2:1]([O:8][C:9]1[CH:10]=[CH:11][C:12]([CH2:15][C:16]([O:18][CH2:27][C:28](=[O:29])[C:30]2[CH:35]=[CH:34][N:33]=[CH:32][CH:31]=2)=[O:17])=[CH:13][CH:14]=1)[C:2]1[CH:3]=[CH:4][CH:5]=[CH:6][CH:7]=1. The catalyst class is: 5.